From a dataset of Forward reaction prediction with 1.9M reactions from USPTO patents (1976-2016). Predict the product of the given reaction. Given the reactants [CH3:1][C:2]1[C:7]([CH2:8][OH:9])=[CH:6][N:5]=[C:4]([CH3:10])[C:3]=1[OH:11].Cl.Br[CH2:14][C:15]1[CH:20]=[CH:19][C:18]([C:21]#[N:22])=[CH:17][CH:16]=1, predict the reaction product. The product is: [OH:9][CH2:8][C:7]1[C:2]([CH3:1])=[C:3]([O:11][CH2:14][C:15]2[CH:20]=[CH:19][C:18]([C:21]#[N:22])=[CH:17][CH:16]=2)[C:4]([CH3:10])=[N:5][CH:6]=1.